Task: Predict the product of the given reaction.. Dataset: Forward reaction prediction with 1.9M reactions from USPTO patents (1976-2016) (1) Given the reactants [F:1][C:2]([F:25])([F:24])[C:3]1[NH:7][N:6]=[C:5]([C:8]2[CH:13]=[CH:12][C:11]([C@H:14]3[CH2:19][CH2:18][C@H:17]([CH2:20][C:21](O)=[O:22])[CH2:16][CH2:15]3)=[CH:10][CH:9]=2)[CH:4]=1.[CH3:26][NH:27][CH2:28][C:29]([O:31][CH3:32])=[O:30].C(N(C(C)C)CC)(C)C, predict the reaction product. The product is: [CH3:26][N:27]([C:21](=[O:22])[CH2:20][C@H:17]1[CH2:18][CH2:19][C@H:14]([C:11]2[CH:10]=[CH:9][C:8]([C:5]3[NH:6][N:7]=[C:3]([C:2]([F:24])([F:25])[F:1])[CH:4]=3)=[CH:13][CH:12]=2)[CH2:15][CH2:16]1)[CH2:28][C:29]([O:31][CH3:32])=[O:30]. (2) Given the reactants [NH2:1][C:2]1[CH:7]=[CH:6][C:5]([Cl:8])=[CH:4][C:3]=1[C:9]([C:11]1[CH:16]=[CH:15][CH:14]=[CH:13][CH:12]=1)=[O:10].[CH2:17]([C:21]1[CH:26]=[CH:25][C:24]([S:27](Cl)(=[O:29])=[O:28])=[CH:23][CH:22]=1)[CH2:18][CH2:19][CH3:20], predict the reaction product. The product is: [C:9]([C:3]1[CH:4]=[C:5]([Cl:8])[CH:6]=[CH:7][C:2]=1[NH:1][S:27]([C:24]1[CH:25]=[CH:26][C:21]([CH2:17][CH2:18][CH2:19][CH3:20])=[CH:22][CH:23]=1)(=[O:29])=[O:28])(=[O:10])[C:11]1[CH:12]=[CH:13][CH:14]=[CH:15][CH:16]=1.